This data is from Reaction yield outcomes from USPTO patents with 853,638 reactions. The task is: Predict the reaction yield, written as a fraction of the theoretical maximum amount of product (1.0 means a 100% yield; for example, 0.34 means a 34% yield). (1) The reactants are [H-].[Na+].[CH3:3][C:4]([C:6]1[CH:11]=[CH:10][CH:9]=[C:8]([I:12])[CH:7]=1)=[O:5].[C:13](OC)(=O)[C:14]([O:16][CH3:17])=[O:15].Cl.C[N:23](C=O)C. The catalyst is C(OCC)(=O)C. The product is [I:12][C:8]1[CH:7]=[C:6]([C:4]2[O:5][N:23]=[C:13]([C:14]([O:16][CH3:17])=[O:15])[CH:3]=2)[CH:11]=[CH:10][CH:9]=1. The yield is 0.713. (2) The product is [CH2:1]([C:3]1[CH:4]=[CH:5][C:6]([CH:9]([OH:17])[CH2:10][O:20][C:21]2[CH:28]=[CH:27][C:24]([CH:25]=[O:26])=[CH:23][CH:22]=2)=[N:7][CH:8]=1)[CH3:2]. The catalyst is C(O)(C)(C)C. The reactants are [CH2:1]([C:3]1[CH:4]=[CH:5][C:6]([CH:9]=[CH2:10])=[N:7][CH:8]=1)[CH3:2].BrN1C(=[O:17])CCC1=O.[K].[OH:20][C:21]1[CH:28]=[CH:27][C:24]([CH:25]=[O:26])=[CH:23][CH:22]=1. The yield is 0.790. (3) The reactants are [CH2:1]([P:5]([CH2:10][CH2:11][CH2:12][CH3:13])[CH2:6][CH2:7][CH2:8][CH3:9])[CH2:2][CH2:3][CH3:4].Cl.[C:15]1([B-:21]([C:34]2[CH:39]=[CH:38][CH:37]=[CH:36][CH:35]=2)([C:28]2[CH:33]=[CH:32][CH:31]=[CH:30][CH:29]=2)[C:22]2[CH:27]=[CH:26][CH:25]=[CH:24][CH:23]=2)[CH:20]=[CH:19][CH:18]=[CH:17][CH:16]=1.[Na+]. No catalyst specified. The product is [C:34]1([B-:21]([C:15]2[CH:16]=[CH:17][CH:18]=[CH:19][CH:20]=2)([C:22]2[CH:23]=[CH:24][CH:25]=[CH:26][CH:27]=2)[C:28]2[CH:33]=[CH:32][CH:31]=[CH:30][CH:29]=2)[CH:35]=[CH:36][CH:37]=[CH:38][CH:39]=1.[CH2:10]([PH+:5]([CH2:1][CH2:2][CH2:3][CH3:4])[CH2:6][CH2:7][CH2:8][CH3:9])[CH2:11][CH2:12][CH3:13]. The yield is 0.530. (4) The reactants are [C:1]1([CH2:7][CH2:8]Br)[CH:6]=[CH:5][CH:4]=[CH:3][CH:2]=1.[Mg].[CH3:11][O:12][C:13]1[CH:14]=[C:15]([CH:18]=[CH:19][CH:20]=1)[CH:16]=[O:17].[Cl-].[NH4+]. The catalyst is CCOCC. The product is [CH3:11][O:12][C:13]1[CH:14]=[C:15]([CH:16]([OH:17])[CH2:8][CH2:7][C:1]2[CH:6]=[CH:5][CH:4]=[CH:3][CH:2]=2)[CH:18]=[CH:19][CH:20]=1. The yield is 0.980. (5) The reactants are [CH3:1][O:2][C:3]([C:5]1[CH2:6][N:7](CC(C=C)=CC)[CH2:8][CH2:9][C:10]=1[NH:11][CH:12]([C:14]1[CH:19]=[CH:18][CH:17]=[CH:16][CH:15]=1)[CH3:13])=[O:4]. The catalyst is CO.[OH-].[OH-].[Pd+2]. The product is [CH3:1][O:2][C:3]([C:5]1[CH2:6][NH:7][CH2:8][CH2:9][C:10]=1[NH:11][CH:12]([C:14]1[CH:15]=[CH:16][CH:17]=[CH:18][CH:19]=1)[CH3:13])=[O:4]. The yield is 0.900. (6) The reactants are [Br:1][C:2]1[CH:7]=[CH:6][C:5]([NH:8][C:9](=[O:14])[C:10]([F:13])([F:12])[F:11])=[C:4]([CH3:15])[CH:3]=1.[Br:16]N1C(=O)CCC1=O. The catalyst is C(Cl)(Cl)(Cl)Cl. The product is [Br:1][C:2]1[CH:7]=[CH:6][C:5]([NH:8][C:9](=[O:14])[C:10]([F:12])([F:13])[F:11])=[C:4]([CH2:15][Br:16])[CH:3]=1. The yield is 0.680. (7) The reactants are [Br:1][C:2]1[CH:3]=[C:4]([CH:7]=[C:8]([O:10][CH3:11])[CH:9]=1)[CH:5]=[O:6].[CH2:12](O)[CH2:13][CH2:14][OH:15]. The catalyst is C1(C)C=CC=CC=1.O.C1(C)C=CC(S(O)(=O)=O)=CC=1. The product is [Br:1][C:2]1[CH:3]=[C:4]([CH:5]2[O:15][CH2:14][CH2:13][CH2:12][O:6]2)[CH:7]=[C:8]([O:10][CH3:11])[CH:9]=1. The yield is 0.960. (8) The reactants are CO[C:3]([C:5]1[C:13]([NH:14][C:15]2[CH:20]=[CH:19][C:18]([Br:21])=[CH:17][C:16]=2[Cl:22])=[C:12]([Cl:23])[C:8]2[N:9]=CNC=2[CH:6]=1)=[O:4].[CH3:24][O:25]C(C1C(NC2C=CC(Br)=CC=2)=C(Cl)C2N=CNC=2C=1)=O.C1C(=O)[N:50](Cl)C(=O)C1.Cl.[C:55](=[O:58])(O)[O-].[Na+].OS([O-])=O.[Na+].[CH3:65][N:66]([CH:68]=O)[CH3:67]. The catalyst is O. The product is [OH:25][CH2:24][CH2:55][O:58][NH:50][C:3]([C:5]1[C:13]([NH:14][C:15]2[CH:20]=[CH:19][C:18]([Br:21])=[CH:17][C:16]=2[Cl:22])=[C:12]([Cl:23])[C:8]2[N:9]=[CH:68][N:66]([CH3:65])[C:67]=2[CH:6]=1)=[O:4]. The yield is 0.570.